From a dataset of Reaction yield outcomes from USPTO patents with 853,638 reactions. Predict the reaction yield, written as a fraction of the theoretical maximum amount of product (1.0 means a 100% yield; for example, 0.34 means a 34% yield). (1) The reactants are [NH2:1][C:2]1[C:7]([C:8]2[CH:13]=[CH:12][C:11]([CH2:14][C:15]([OH:17])=O)=[CH:10][CH:9]=2)=[C:6]([O:18][C:19]2[CH:24]=[CH:23][C:22]([N+:25]([O-:27])=[O:26])=[CH:21][C:20]=2[F:28])[CH:5]=[CH:4][N:3]=1.C1C[N:32]([P+](ON2N=NC3C=CC=CC2=3)(N2CCCC2)N2CCCC2)CC1.F[P-](F)(F)(F)(F)F.C1C=CC2N(O)N=NC=2C=1.CCN(C(C)C)C(C)C.[NH4+].[Cl-]. The catalyst is CN(C=O)C. The product is [NH2:1][C:2]1[C:7]([C:8]2[CH:9]=[CH:10][C:11]([CH2:14][C:15]([NH2:32])=[O:17])=[CH:12][CH:13]=2)=[C:6]([O:18][C:19]2[CH:24]=[CH:23][C:22]([N+:25]([O-:27])=[O:26])=[CH:21][C:20]=2[F:28])[CH:5]=[CH:4][N:3]=1. The yield is 0.620. (2) The reactants are [Br:1][CH2:2][C@@H:3]([C:5]1[CH:10]=[CH:9][C:8]([O:11][CH2:12][C:13]2[CH:18]=[CH:17][CH:16]=[CH:15][CH:14]=2)=[C:7]([NH:19][CH:20]=[O:21])[CH:6]=1)[OH:4].N1C=CN=C1.[Si:27](Cl)([C:30]([CH3:33])([CH3:32])[CH3:31])([CH3:29])[CH3:28]. The catalyst is CN(C)C=O.C(OC(C)C)(=O)C. The product is [Br:1][CH2:2][C@H:3]([O:4][Si:27]([C:30]([CH3:33])([CH3:32])[CH3:31])([CH3:29])[CH3:28])[C:5]1[CH:10]=[CH:9][C:8]([O:11][CH2:12][C:13]2[CH:14]=[CH:15][CH:16]=[CH:17][CH:18]=2)=[C:7]([NH:19][CH:20]=[O:21])[CH:6]=1. The yield is 0.680. (3) The reactants are [NH:1]1[CH2:5][CH2:4][C:3]2([C:17]3[NH:16][C:15]4[C:10](=[CH:11][CH:12]=[CH:13][CH:14]=4)[C:9]=3[CH2:8][CH2:7][NH:6]2)[CH2:2]1.CCN(C(C)C)C(C)C.Br[CH2:28][CH2:29][O:30][C:31]1[CH:36]=[CH:35][CH:34]=[CH:33][CH:32]=1. The product is [O:30]([CH2:29][CH2:28][N:1]1[CH2:5][CH2:4][C:3]2([C:17]3[NH:16][C:15]4[C:10](=[CH:11][CH:12]=[CH:13][CH:14]=4)[C:9]=3[CH2:8][CH2:7][NH:6]2)[CH2:2]1)[C:31]1[CH:36]=[CH:35][CH:34]=[CH:33][CH:32]=1. The catalyst is C(#N)C.CO. The yield is 0.180. (4) The reactants are [CH2:1]([C:3]1[CH:4]=[CH:5][C:6]([CH:9]=[CH:10][C:11]2[C:19]3[C:14](=[CH:15][C:16]([NH:20][C:21]4[CH:29]=[CH:28][CH:27]=[CH:26][C:22]=4[C:23](O)=[O:24])=[CH:17][CH:18]=3)[NH:13][N:12]=2)=[N:7][CH:8]=1)[CH3:2].C(O)(C(F)(F)F)=O.[CH2:37]([NH2:40])[C:38]#[CH:39].CN(C(ON1N=NC2C=CC=NC1=2)=[N+](C)C)C.F[P-](F)(F)(F)(F)F. The catalyst is C1(C)C=CC=CC=1.CN(C=O)C.C(Cl)Cl. The product is [CH2:1]([C:3]1[CH:4]=[CH:5][C:6]([CH:9]=[CH:10][C:11]2[C:19]3[C:14](=[CH:15][C:16]([NH:20][C:21]4[CH:29]=[CH:28][CH:27]=[CH:26][C:22]=4[C:23]([NH:40][CH2:37][C:38]#[CH:39])=[O:24])=[CH:17][CH:18]=3)[NH:13][N:12]=2)=[N:7][CH:8]=1)[CH3:2]. The yield is 0.660. (5) The reactants are [NH:1]1[C:10]2[C:5](=[CH:6][CH:7]=[CH:8][CH:9]=2)[CH2:4][CH2:3][CH2:2]1.[S:11]1[C:15]2[CH:16]=[CH:17][CH:18]=[CH:19][C:14]=2[N:13]=[C:12]1[O:20][CH2:21][C:22](O)=[O:23]. No catalyst specified. The product is [S:11]1[C:15]2[CH:16]=[CH:17][CH:18]=[CH:19][C:14]=2[N:13]=[C:12]1[O:20][CH2:21][C:22]([N:1]1[C:10]2[C:5](=[CH:6][CH:7]=[CH:8][CH:9]=2)[CH2:4][CH2:3][CH2:2]1)=[O:23]. The yield is 0.280. (6) The reactants are [CH3:1][O:2][C:3]([C:5]1[CH:10]=[N:9][C:8]([OH:11])=[CH:7][N:6]=1)=[O:4].C(=O)([O-])[O-].[K+].[K+].Cl[C:19]([F:24])([F:23])C([O-])=O.[Na+]. The catalyst is CN(C=O)C. The product is [CH3:1][O:2][C:3]([C:5]1[CH:10]=[N:9][C:8]([O:11][CH:19]([F:24])[F:23])=[CH:7][N:6]=1)=[O:4]. The yield is 0.200. (7) The reactants are [CH3:1][N:2]([CH3:19])[CH2:3][CH2:4][N:5]([CH3:18])[C:6](=[O:17])[CH2:7][O:8][C@H:9]1[CH2:14][CH2:13][C@H:12]([NH:15][CH3:16])[CH2:11][CH2:10]1.C(N(CC)C(C)C)(C)C.Cl[C:30]([O:32][C:33]1[CH:38]=[CH:37][C:36]([Br:39])=[CH:35][CH:34]=1)=[O:31].C([O-])(O)=O.[Na+]. The catalyst is C(Cl)Cl. The product is [Br:39][C:36]1[CH:37]=[CH:38][C:33]([O:32][C:30](=[O:31])[N:15]([C@H:12]2[CH2:11][CH2:10][C@H:9]([O:8][CH2:7][C:6](=[O:17])[N:5]([CH2:4][CH2:3][N:2]([CH3:19])[CH3:1])[CH3:18])[CH2:14][CH2:13]2)[CH3:16])=[CH:34][CH:35]=1. The yield is 0.670.